This data is from Forward reaction prediction with 1.9M reactions from USPTO patents (1976-2016). The task is: Predict the product of the given reaction. Given the reactants [CH3:1][CH:2]1[CH2:7][CH2:6][N:5]([C:8]2[CH:9]=[C:10]([N:17]3[CH2:22][CH2:21][N:20]([CH2:23][CH2:24][O:25][C:26](=[O:32])[O:27][C:28]([CH3:31])([CH3:30])[CH3:29])[CH2:19][CH2:18]3)[CH:11]=[CH:12][C:13]=2[N+:14]([O-])=O)[CH2:4][CH2:3]1.[C:33]([C:35]1[O:39][C:38]([C:40](O)=[O:41])=[CH:37][CH:36]=1)#[N:34].C(Cl)(=O)C(Cl)=O.CCN(C(C)C)C(C)C, predict the reaction product. The product is: [C:33]([C:35]1[O:39][C:38]([C:40]([NH:14][C:13]2[CH:12]=[CH:11][C:10]([N:17]3[CH2:22][CH2:21][N:20]([CH2:23][CH2:24][O:25][C:26](=[O:32])[O:27][C:28]([CH3:31])([CH3:30])[CH3:29])[CH2:19][CH2:18]3)=[CH:9][C:8]=2[N:5]2[CH2:6][CH2:7][CH:2]([CH3:1])[CH2:3][CH2:4]2)=[O:41])=[CH:37][CH:36]=1)#[N:34].